The task is: Binary Classification. Given a drug SMILES string, predict its activity (active/inactive) in a high-throughput screening assay against a specified biological target.. This data is from Orexin1 receptor HTS with 218,158 compounds and 233 confirmed actives. The compound is Fc1ccc(C(=O)c2n3c(c(c2C)/C=N\NC(OC)=O)cccc3)cc1. The result is 0 (inactive).